Dataset: Forward reaction prediction with 1.9M reactions from USPTO patents (1976-2016). Task: Predict the product of the given reaction. Given the reactants O1CCCC1.B(F)(F)F.CCOCC.[OH:15][C:16]1[CH:23]=[CH:22][C:19]([CH:20]=O)=[CH:18][CH:17]=1.[CH2:24]([SH:27])[CH2:25][SH:26], predict the reaction product. The product is: [S:26]1[CH2:25][CH2:24][S:27][CH:20]1[C:19]1[CH:22]=[CH:23][C:16]([OH:15])=[CH:17][CH:18]=1.